This data is from Catalyst prediction with 721,799 reactions and 888 catalyst types from USPTO. The task is: Predict which catalyst facilitates the given reaction. (1) Reactant: [CH3:1][C:2]1[CH:7]=[C:6]([CH3:8])[CH:5]=[C:4]([CH3:9])[C:3]=1[NH:10][C:11]([NH:13][C:14]1[C:15]([C:24]([NH:26][C@@H:27]([C:39]([O:41]CC2C=CC=CC=2)=[O:40])[CH2:28][C:29]([O:31]CC2C=CC=CC=2)=[O:30])=[O:25])=[CH:16][C:17]2[C:22]([CH:23]=1)=[CH:21][CH:20]=[CH:19][CH:18]=2)=[O:12]. Product: [CH3:9][C:4]1[CH:5]=[C:6]([CH3:8])[CH:7]=[C:2]([CH3:1])[C:3]=1[NH:10][C:11]([NH:13][C:14]1[C:15]([C:24]([NH:26][C@@H:27]([C:39]([OH:41])=[O:40])[CH2:28][C:29]([OH:31])=[O:30])=[O:25])=[CH:16][C:17]2[C:22]([CH:23]=1)=[CH:21][CH:20]=[CH:19][CH:18]=2)=[O:12]. The catalyst class is: 19. (2) Reactant: [Si:1]([O:18][CH2:19][C:20]1[C:25](SC)=[CH:24][C:23]([NH:28][S:29]([CH3:32])(=[O:31])=[O:30])=[C:22]([I:33])[CH:21]=1)([C:14]([CH3:17])([CH3:16])[CH3:15])([C:8]1[CH:13]=[CH:12][CH:11]=[CH:10][CH:9]=1)[C:2]1[CH:7]=[CH:6][CH:5]=[CH:4][CH:3]=1.[CH:34]1C=C(Cl)C=C(C(OO)=O)C=1.C([O-])(O)=O.[Na+].[O-][S:51]([O-:54])(=S)=[O:52].[Na+].[Na+]. Product: [Si:1]([O:18][CH2:19][C:20]1[C:25]([S:51]([CH3:34])(=[O:54])=[O:52])=[CH:24][C:23]([NH:28][S:29]([CH3:32])(=[O:31])=[O:30])=[C:22]([I:33])[CH:21]=1)([C:14]([CH3:17])([CH3:15])[CH3:16])([C:2]1[CH:7]=[CH:6][CH:5]=[CH:4][CH:3]=1)[C:8]1[CH:13]=[CH:12][CH:11]=[CH:10][CH:9]=1. The catalyst class is: 2. (3) Reactant: C([O:8][C:9]1[CH:14]=[CH:13][C:12]([C@@H:15]([O:34][Si:35]([C:38]([CH3:41])([CH3:40])[CH3:39])([CH3:37])[CH3:36])[CH2:16][NH:17][C@H:18]([CH3:33])[CH2:19][C:20]2[CH:21]=[C:22]3[C:26](=[CH:27][CH:28]=2)[NH:25][C:24]([C:29]([O:31][CH3:32])=[O:30])=[CH:23]3)=[CH:11][C:10]=1[CH2:42][OH:43])C1C=CC=CC=1. Product: [Si:35]([O:34][C@H:15]([C:12]1[CH:13]=[CH:14][C:9]([OH:8])=[C:10]([CH2:42][OH:43])[CH:11]=1)[CH2:16][NH:17][C@H:18]([CH3:33])[CH2:19][C:20]1[CH:21]=[C:22]2[C:26](=[CH:27][CH:28]=1)[NH:25][C:24]([C:29]([O:31][CH3:32])=[O:30])=[CH:23]2)([C:38]([CH3:41])([CH3:39])[CH3:40])([CH3:37])[CH3:36]. The catalyst class is: 63. (4) Reactant: [Cl:1][C:2]1[N:10](CC=C)[C:9]2[C:8](=[O:14])[N:7]([CH2:15][CH2:16][CH2:17][CH2:18][N:19]3[CH2:23][CH2:22][CH:21]([CH2:24][C:25]4[CH:30]=[CH:29][CH:28]=[CH:27][CH:26]=4)[C:20]3=[O:31])[C:6](=[O:32])[N:5]([CH2:33][CH2:34][CH2:35][CH2:36][CH3:37])[C:4]=2[N:3]=1.N1CCOCC1. Product: [Cl:1][C:2]1[NH:10][C:9]2[C:8](=[O:14])[N:7]([CH2:15][CH2:16][CH2:17][CH2:18][N:19]3[CH2:23][CH2:22][CH:21]([CH2:24][C:25]4[CH:26]=[CH:27][CH:28]=[CH:29][CH:30]=4)[C:20]3=[O:31])[C:6](=[O:32])[N:5]([CH2:33][CH2:34][CH2:35][CH2:36][CH3:37])[C:4]=2[N:3]=1. The catalyst class is: 176. (5) Reactant: [NH2:1][C:2]1[C:7]([C:8]#N)=[CH:6][N:5]=[C:4]([S:10][CH3:11])[N:3]=1.[H-].C([Al+]CC(C)C)C(C)C.C1C[O:25]CC1. Product: [NH2:1][C:2]1[C:7]([CH:8]=[O:25])=[CH:6][N:5]=[C:4]([S:10][CH3:11])[N:3]=1. The catalyst class is: 4.